Dataset: Full USPTO retrosynthesis dataset with 1.9M reactions from patents (1976-2016). Task: Predict the reactants needed to synthesize the given product. (1) Given the product [Cl:41][CH2:34][CH2:36][N:23]1[C:24]2[C:19](=[CH:18][CH:17]=[C:16]([C:9]3[C:8]([C:6]4[CH:5]=[CH:4][CH:3]=[C:2]([CH3:1])[N:7]=4)=[N:12][N:11]4[CH2:13][CH2:14][CH2:15][C:10]=34)[CH:25]=2)[N:20]=[CH:21][C:22]1=[O:26], predict the reactants needed to synthesize it. The reactants are: [CH3:1][C:2]1[N:7]=[C:6]([C:8]2[C:9]([C:16]3[CH:25]=[C:24]4[C:19]([N:20]=[CH:21][C:22]([O:26]CCO)=[N:23]4)=[CH:18][CH:17]=3)=[C:10]3[CH2:15][CH2:14][CH2:13][N:11]3[N:12]=2)[CH:5]=[CH:4][CH:3]=1.C(N[CH:34]([CH3:36])C)(C)C.CS([Cl:41])(=O)=O.Cl. (2) Given the product [OH:15][CH2:14][CH2:13][N:12]([CH2:8][C:7]1[CH:10]=[CH:11][C:4]([N+:1]([O-:3])=[O:2])=[CH:5][CH:6]=1)[CH2:16][CH2:17][OH:18], predict the reactants needed to synthesize it. The reactants are: [N+:1]([C:4]1[CH:11]=[CH:10][C:7]([CH2:8]Cl)=[CH:6][CH:5]=1)([O-:3])=[O:2].[NH:12]([CH2:16][CH2:17][OH:18])[CH2:13][CH2:14][OH:15].